Regression. Given two drug SMILES strings and cell line genomic features, predict the synergy score measuring deviation from expected non-interaction effect. From a dataset of NCI-60 drug combinations with 297,098 pairs across 59 cell lines. (1) Drug 1: CC1=C(C=C(C=C1)NC(=O)C2=CC=C(C=C2)CN3CCN(CC3)C)NC4=NC=CC(=N4)C5=CN=CC=C5. Drug 2: CC1CCCC2(C(O2)CC(NC(=O)CC(C(C(=O)C(C1O)C)(C)C)O)C(=CC3=CSC(=N3)C)C)C. Cell line: UACC-257. Synergy scores: CSS=25.7, Synergy_ZIP=3.50, Synergy_Bliss=3.87, Synergy_Loewe=-13.9, Synergy_HSA=1.19. (2) Drug 1: C1=NC2=C(N=C(N=C2N1C3C(C(C(O3)CO)O)O)F)N. Drug 2: CC1=C(C(CCC1)(C)C)C=CC(=CC=CC(=CC(=O)O)C)C. Cell line: A498. Synergy scores: CSS=-0.0835, Synergy_ZIP=-1.77, Synergy_Bliss=-3.64, Synergy_Loewe=-6.23, Synergy_HSA=-4.91. (3) Cell line: CAKI-1. Synergy scores: CSS=17.3, Synergy_ZIP=-6.54, Synergy_Bliss=-4.26, Synergy_Loewe=-57.5, Synergy_HSA=-3.70. Drug 2: C1CC(=O)NC(=O)C1N2C(=O)C3=CC=CC=C3C2=O. Drug 1: CC1=C(C(=CC=C1)Cl)NC(=O)C2=CN=C(S2)NC3=CC(=NC(=N3)C)N4CCN(CC4)CCO. (4) Synergy scores: CSS=43.4, Synergy_ZIP=5.21, Synergy_Bliss=6.36, Synergy_Loewe=-4.13, Synergy_HSA=6.12. Drug 1: C1CC2CC3=C(CC1C24CN(S(=O)(=O)N4)CC(F)(F)F)C=CC(=C3)C=CCN5CCC(CC5)C(F)(F)F. Cell line: SK-OV-3. Drug 2: CC1CC(C(C(C=C(C(C(C=CC=C(C(=O)NC2=CC(=O)C(=C(C1)C2=O)OC)C)OC)OC(=O)N)C)C)O)OC.